Dataset: Forward reaction prediction with 1.9M reactions from USPTO patents (1976-2016). Task: Predict the product of the given reaction. Given the reactants Br[C:2]1[CH:21]=[CH:20][C:5]([O:6][CH2:7][C@H:8]2[O:19][C:11]3=[N:12][C:13]4[CH:18]=[CH:17][CH:16]=[CH:15][C:14]=4[N:10]3[CH2:9]2)=[CH:4][CH:3]=1.[CH3:22][N:23]1[C:27](B2OC(C)(C)C(C)(C)O2)=[CH:26][CH:25]=[N:24]1.C(=O)([O-])[O-].[Na+].[Na+], predict the reaction product. The product is: [CH3:22][N:23]1[C:27]([C:2]2[CH:21]=[CH:20][C:5]([O:6][CH2:7][C@H:8]3[O:19][C:11]4=[N:12][C:13]5[CH:18]=[CH:17][CH:16]=[CH:15][C:14]=5[N:10]4[CH2:9]3)=[CH:4][CH:3]=2)=[CH:26][CH:25]=[N:24]1.